From a dataset of Catalyst prediction with 721,799 reactions and 888 catalyst types from USPTO. Predict which catalyst facilitates the given reaction. Reactant: [CH3:1][N:2]1[CH2:7][CH2:6][N:5]([CH2:8][CH2:9][N:10]2C(=O)C3C(=CC=CC=3)C2=O)[CH2:4][CH2:3]1.O.NN. Product: [CH3:1][N:2]1[CH2:7][CH2:6][N:5]([CH2:8][CH2:9][NH2:10])[CH2:4][CH2:3]1. The catalyst class is: 8.